From a dataset of Reaction yield outcomes from USPTO patents with 853,638 reactions. Predict the reaction yield, written as a fraction of the theoretical maximum amount of product (1.0 means a 100% yield; for example, 0.34 means a 34% yield). (1) The reactants are [Cl:1][C:2]1[CH:7]=[CH:6][C:5]([CH:8](O)[C:9]2[CH:10]=[CH:11][C:12]3[NH:18][C:17](=[O:19])[CH2:16][N:15]=[C:14]([C:20]4[CH:25]=[CH:24][CH:23]=[CH:22][CH:21]=4)[C:13]=3[CH:26]=2)=[CH:4][CH:3]=1.S(Cl)([Cl:30])=O. The catalyst is C(Cl)Cl. The product is [Cl:30][CH:8]([C:5]1[CH:6]=[CH:7][C:2]([Cl:1])=[CH:3][CH:4]=1)[C:9]1[CH:10]=[CH:11][C:12]2[NH:18][C:17](=[O:19])[CH2:16][N:15]=[C:14]([C:20]3[CH:25]=[CH:24][CH:23]=[CH:22][CH:21]=3)[C:13]=2[CH:26]=1. The yield is 1.00. (2) The reactants are [Br:1][C:2]1[CH:9]=[CH:8][C:5]([C:6]#[N:7])=[CH:4][CH:3]=1.[ClH:10].[CH2:11]([OH:13])[CH3:12]. No catalyst specified. The product is [ClH:10].[Br:1][C:2]1[CH:9]=[CH:8][C:5]([C:6](=[NH:7])[O:13][CH2:11][CH3:12])=[CH:4][CH:3]=1. The yield is 0.990. (3) The reactants are [CH3:1][C:2]1([CH3:13])[C:10]2[C:5](=[CH:6][C:7]([CH3:11])=[CH:8][CH:9]=2)[C:4](=O)[CH2:3]1.FC(F)(F)C(O)=O.C([SiH](CC)CC)C.C(=O)(O)[O-].[Na+]. No catalyst specified. The product is [CH3:1][C:2]1([CH3:13])[C:10]2[C:5](=[CH:6][C:7]([CH3:11])=[CH:8][CH:9]=2)[CH2:4][CH2:3]1. The yield is 0.920. (4) The reactants are [Cl:1][C:2]1[C:3]([C:9]([OH:11])=O)=[N:4][CH:5]=[C:6]([Cl:8])[CH:7]=1.S(Cl)(Cl)=O.[CH3:16][N:17]([CH3:25])[CH:18]=[CH:19][C:20]([O:22][CH2:23][CH3:24])=[O:21].C(N(CC)CC)C. The catalyst is C1(C)C=CC=CC=1.CN(C=O)C.C1COCC1. The product is [CH2:23]([O:22][C:20](=[O:21])[C:19]([C:9]([C:3]1[C:2]([Cl:1])=[CH:7][C:6]([Cl:8])=[CH:5][N:4]=1)=[O:11])=[CH:18][N:17]([CH3:25])[CH3:16])[CH3:24]. The yield is 0.620. (5) The reactants are [C:1]([CH:3]([C:9]1([CH3:19])[CH2:14][C:13]([CH3:16])([CH3:15])[CH2:12][C:11]([CH3:18])([CH3:17])[CH2:10]1)[C:4]([O:6][CH2:7][CH3:8])=[O:5])#[N:2].[H-].[Na+].[CH2:22](Br)[CH:23]=[CH2:24].O. The catalyst is CS(C)=O. The product is [C:1]([C:3]([C:9]1([CH3:19])[CH2:14][C:13]([CH3:16])([CH3:15])[CH2:12][C:11]([CH3:18])([CH3:17])[CH2:10]1)([CH2:24][CH:23]=[CH2:22])[C:4]([O:6][CH2:7][CH3:8])=[O:5])#[N:2]. The yield is 0.637. (6) The catalyst is O. The reactants are [CH3:1][C@H:2]1[CH2:7][CH2:6][CH2:5][CH2:4][NH:3]1.CN(C)C=O.F[C:14]1[CH:19]=[CH:18][C:17]([C:20]([F:23])([F:22])[F:21])=[CH:16][C:15]=1[N+:24]([O-:26])=[O:25]. The yield is 0.992. The product is [N+:24]([C:15]1[CH:16]=[C:17]([C:20]([F:21])([F:22])[F:23])[CH:18]=[CH:19][C:14]=1[N:3]1[CH2:4][CH2:5][CH2:6][CH2:7][C@@H:2]1[CH3:1])([O-:26])=[O:25].